This data is from Peptide-MHC class I binding affinity with 185,985 pairs from IEDB/IMGT. The task is: Regression. Given a peptide amino acid sequence and an MHC pseudo amino acid sequence, predict their binding affinity value. This is MHC class I binding data. (1) The peptide sequence is YVDHYYRDY. The MHC is HLA-A01:01 with pseudo-sequence HLA-A01:01. The binding affinity (normalized) is 0.581. (2) The peptide sequence is FLKEMGGL. The MHC is HLA-A02:06 with pseudo-sequence HLA-A02:06. The binding affinity (normalized) is 0. (3) The peptide sequence is IQQLPETYF. The MHC is HLA-A26:01 with pseudo-sequence HLA-A26:01. The binding affinity (normalized) is 0.0847. (4) The peptide sequence is APRARTAAF. The MHC is HLA-A30:01 with pseudo-sequence HLA-A30:01. The binding affinity (normalized) is 0.0847. (5) The peptide sequence is RALIKTLPRASYSSH. The MHC is HLA-B40:02 with pseudo-sequence HLA-B40:02. The binding affinity (normalized) is 0.142.